Dataset: Forward reaction prediction with 1.9M reactions from USPTO patents (1976-2016). Task: Predict the product of the given reaction. (1) The product is: [OH:13][C:14]1[CH:23]=[CH:22][CH:21]=[C:20]2[C:15]=1[CH:16]=[CH:17][CH:18]=[C:19]2[C:1]1[O:2][C:3]2[CH:9]=[C:8]([OH:10])[CH:7]=[CH:6][C:4]=2[N:5]=1. Given the reactants [CH3:1][O:2][C:3]1[CH:9]=[C:8]([O:10]C)[CH:7]=[CH:6][C:4]=1[NH2:5].C[O:13][C:14]1[CH:23]=[CH:22][CH:21]=[C:20]2[C:15]=1[CH:16]=[CH:17][CH:18]=[C:19]2C(O)=O, predict the reaction product. (2) Given the reactants [NH:1]1[CH2:5][CH2:4][CH2:3][C@H:2]1[C:6]([OH:8])=[O:7].C([O-])([O-])=O.[Na+].[Na+].[CH3:15][C:16]([O:19][C:20](O[C:20]([O:19][C:16]([CH3:18])([CH3:17])[CH3:15])=[O:21])=[O:21])([CH3:18])[CH3:17], predict the reaction product. The product is: [C:16]([O:19][C:20]([N:1]1[CH2:5][CH2:4][CH2:3][C@H:2]1[C:6]([OH:8])=[O:7])=[O:21])([CH3:18])([CH3:17])[CH3:15]. (3) Given the reactants [C:1]1([S:7]([C:10]2[CH:11]=[C:12]3[C:17](=[CH:18][CH:19]=2)[N:16]=[CH:15][CH:14]=[C:13]3[Cl:20])(=[O:9])=[O:8])[CH:6]=[CH:5][CH:4]=[CH:3][CH:2]=1.[NH:21]1[CH2:26][CH2:25][NH:24][CH2:23][CH2:22]1, predict the reaction product. The product is: [ClH:20].[C:1]1([S:7]([C:10]2[CH:11]=[C:12]3[C:17](=[CH:18][CH:19]=2)[N:16]=[CH:15][CH:14]=[C:13]3[N:21]2[CH2:26][CH2:25][NH:24][CH2:23][CH2:22]2)(=[O:9])=[O:8])[CH:6]=[CH:5][CH:4]=[CH:3][CH:2]=1. (4) Given the reactants [CH2:1]([N:3]([CH2:19][CH3:20])[CH2:4][CH2:5][N:6]1[CH2:11][CH2:10][C:9]2[NH:12][C:13]([CH:16]=O)=[C:14]([CH3:15])[C:8]=2[C:7]1=[O:18])[CH3:2].[F:21][C:22]1[CH:23]=[C:24]2[C:28](=[CH:29][C:30]=1[NH:31][C:32](=[O:37])[C:33]([OH:36])([CH3:35])[CH3:34])[NH:27][C:26](=[O:38])[CH2:25]2, predict the reaction product. The product is: [CH2:1]([N:3]([CH2:19][CH3:20])[CH2:4][CH2:5][N:6]1[CH2:11][CH2:10][C:9]2[NH:12][C:13]([CH:16]=[C:25]3[C:24]4[C:28](=[CH:29][C:30]([NH:31][C:32](=[O:37])[C:33]([OH:36])([CH3:34])[CH3:35])=[C:22]([F:21])[CH:23]=4)[NH:27][C:26]3=[O:38])=[C:14]([CH3:15])[C:8]=2[C:7]1=[O:18])[CH3:2]. (5) Given the reactants Cl.Cl.[NH2:3][CH2:4][C:5]1[CH:6]=[CH:7][C:8]([N:11]2[C:15](=[O:16])[C:14]([C:17]3[CH:18]=[N:19][CH:20]=[CH:21][CH:22]=3)=[CH:13][NH:12]2)=[N:9][CH:10]=1.C(N(CC)C(C)C)(C)C.[CH3:32][C:33]([CH3:38])([CH3:37])[C:34]([Cl:36])=[O:35], predict the reaction product. The product is: [ClH:36].[CH3:32][C:33]([CH3:38])([CH3:37])[C:34]([NH:3][CH2:4][C:5]1[CH:10]=[N:9][C:8]([N:11]2[C:15](=[O:16])[C:14]([C:17]3[CH:18]=[N:19][CH:20]=[CH:21][CH:22]=3)=[CH:13][NH:12]2)=[CH:7][CH:6]=1)=[O:35]. (6) Given the reactants [C-:1]#[N:2].[K+].CS(O[CH2:9][CH2:10][CH:11]([C:25]1[CH:30]=[CH:29][C:28]([Cl:31])=[CH:27][C:26]=1[F:32])[C:12]1[C:20]2[C:15](=[C:16]([CH2:22][S:23][CH3:24])[CH:17]=[C:18]([F:21])[CH:19]=2)[NH:14][CH:13]=1)(=O)=O, predict the reaction product. The product is: [Cl:31][C:28]1[CH:29]=[CH:30][C:25]([CH:11]([C:12]2[C:20]3[C:15](=[C:16]([CH2:22][S:23][CH3:24])[CH:17]=[C:18]([F:21])[CH:19]=3)[NH:14][CH:13]=2)[CH2:10][CH2:9][C:1]#[N:2])=[C:26]([F:32])[CH:27]=1.